From a dataset of Full USPTO retrosynthesis dataset with 1.9M reactions from patents (1976-2016). Predict the reactants needed to synthesize the given product. Given the product [CH3:2][O:26][C:24]([C:18]1[C:17]([C:15]([OH:14])=[O:16])=[CH:22][CH:21]=[C:20]([Br:23])[CH:19]=1)=[O:25], predict the reactants needed to synthesize it. The reactants are: Br[C:2]1C=C2C(=O)OC(=O)C2=CC=1.C[O:14][C:15]([C:17]1[C:18]([C:24]([OH:26])=[O:25])=[CH:19][C:20]([Br:23])=[CH:21][CH:22]=1)=[O:16].